Predict the reactants needed to synthesize the given product. From a dataset of Full USPTO retrosynthesis dataset with 1.9M reactions from patents (1976-2016). The reactants are: Cl[C:2]1[CH:7]=[N:6][CH:5]=[C:4]([Cl:8])[N:3]=1.[Cl:9][C:10]1[CH:16]=[CH:15][C:13]([NH2:14])=[CH:12][CH:11]=1.CC(C)([O-])C.[Na+].C1(P(C2C=CC=CC=2)C2C=CC3C(=CC=CC=3)C=2C2C3C(=CC=CC=3)C=CC=2P(C2C=CC=CC=2)C2C=CC=CC=2)C=CC=CC=1. Given the product [Cl:9][C:10]1[CH:16]=[CH:15][C:13]([NH:14][C:2]2[CH:7]=[N:6][CH:5]=[C:4]([Cl:8])[N:3]=2)=[CH:12][CH:11]=1, predict the reactants needed to synthesize it.